From a dataset of NCI-60 drug combinations with 297,098 pairs across 59 cell lines. Regression. Given two drug SMILES strings and cell line genomic features, predict the synergy score measuring deviation from expected non-interaction effect. Drug 2: C(=O)(N)NO. Cell line: NCI-H460. Drug 1: CC1=C(C=C(C=C1)NC2=NC=CC(=N2)N(C)C3=CC4=NN(C(=C4C=C3)C)C)S(=O)(=O)N.Cl. Synergy scores: CSS=11.2, Synergy_ZIP=-2.28, Synergy_Bliss=1.27, Synergy_Loewe=-1.96, Synergy_HSA=-1.48.